Dataset: Forward reaction prediction with 1.9M reactions from USPTO patents (1976-2016). Task: Predict the product of the given reaction. (1) Given the reactants [CH2:1]([O:3][C:4](=[O:19])[CH2:5][S:6][C:7]1[CH:12]=[CH:11][C:10]([C:13]2[CH2:17][CH2:16][C:15](=[O:18])[CH:14]=2)=[CH:9][CH:8]=1)[CH3:2].C([C@@H]1N[C@H](C2OC(C)=CC=2)N(C)C1=O)C1C=CC=CC=1.ClC(Cl)(Cl)C(O)=O, predict the reaction product. The product is: [CH2:1]([O:3][C:4](=[O:19])[CH2:5][S:6][C:7]1[CH:12]=[CH:11][C:10]([C@@H:13]2[CH2:17][CH2:16][C:15](=[O:18])[CH2:14]2)=[CH:9][CH:8]=1)[CH3:2]. (2) Given the reactants Br.Cl[C:3]1[C:12]2[N:13]=[C:14]([NH2:21])[N:15]([CH2:16][C:17]([F:20])([CH3:19])[CH3:18])[C:11]=2[C:10]2[CH:9]=[CH:8][CH:7]=[CH:6][C:5]=2[N:4]=1.[NH3:22], predict the reaction product. The product is: [F:20][C:17]([CH3:19])([CH3:18])[CH2:16][N:15]1[C:11]2[C:10]3[CH:9]=[CH:8][CH:7]=[CH:6][C:5]=3[N:4]=[C:3]([NH2:22])[C:12]=2[N:13]=[C:14]1[NH2:21]. (3) Given the reactants [C:1]([O:5][C:6]([N:8]1[CH2:13][CH2:12][CH:11]([O:14][C:15]2[CH:20]=[CH:19][C:18]([N+:21]([O-])=O)=[CH:17][N:16]=2)[CH2:10][CH2:9]1)=[O:7])([CH3:4])([CH3:3])[CH3:2], predict the reaction product. The product is: [C:1]([O:5][C:6]([N:8]1[CH2:9][CH2:10][CH:11]([O:14][C:15]2[CH:20]=[CH:19][C:18]([NH2:21])=[CH:17][N:16]=2)[CH2:12][CH2:13]1)=[O:7])([CH3:4])([CH3:2])[CH3:3]. (4) Given the reactants [Cl:1][C:2]1[CH:3]=[C:4]2[C:9](=[C:10]([N:12]3[CH2:17][CH2:16][NH:15][CH2:14][CH2:13]3)[CH:11]=1)[N:8]=[CH:7][CH:6]=[CH:5]2.[N:18]1[C:27]2[C:22](=[CH:23][CH:24]=[CH:25][C:26]=2[N:28]2[CH2:33][CH2:32][C:31](=O)[CH2:30][CH2:29]2)[CH:21]=[CH:20][CH:19]=1.C(O[BH-](OC(=O)C)OC(=O)C)(=O)C.[Na+], predict the reaction product. The product is: [Cl:1][C:2]1[CH:3]=[C:4]2[C:9](=[C:10]([N:12]3[CH2:17][CH2:16][N:15]([CH:31]4[CH2:30][CH2:29][N:28]([C:26]5[CH:25]=[CH:24][CH:23]=[C:22]6[C:27]=5[N:18]=[CH:19][CH:20]=[CH:21]6)[CH2:33][CH2:32]4)[CH2:14][CH2:13]3)[CH:11]=1)[N:8]=[CH:7][CH:6]=[CH:5]2. (5) Given the reactants [CH3:1][O:2][C:3]1[C@@H:4]([CH:12]([CH3:14])[CH3:13])[N:5]=[C:6]([O:10][CH3:11])[CH:7]([CH3:9])[N:8]=1.C([Li])(C)(C)C.Br[CH2:21][CH2:22][C:23]1[CH:28]=[CH:27][CH:26]=[CH:25][C:24]=1[Cl:29].[Cl-].[NH4+], predict the reaction product. The product is: [Cl:29][C:24]1[CH:25]=[CH:26][CH:27]=[CH:28][C:23]=1[CH2:22][CH2:21][C@@:7]1([CH3:9])[C:6]([O:10][CH3:11])=[N:5][C@H:4]([CH:12]([CH3:14])[CH3:13])[C:3]([O:2][CH3:1])=[N:8]1.